The task is: Regression. Given two drug SMILES strings and cell line genomic features, predict the synergy score measuring deviation from expected non-interaction effect.. This data is from NCI-60 drug combinations with 297,098 pairs across 59 cell lines. (1) Drug 1: C1=CC(=CC=C1C#N)C(C2=CC=C(C=C2)C#N)N3C=NC=N3. Drug 2: CC12CCC3C(C1CCC2O)C(CC4=C3C=CC(=C4)O)CCCCCCCCCS(=O)CCCC(C(F)(F)F)(F)F. Cell line: UO-31. Synergy scores: CSS=-4.42, Synergy_ZIP=2.55, Synergy_Bliss=1.51, Synergy_Loewe=-3.70, Synergy_HSA=-3.82. (2) Drug 1: CC(CN1CC(=O)NC(=O)C1)N2CC(=O)NC(=O)C2. Drug 2: CC=C1C(=O)NC(C(=O)OC2CC(=O)NC(C(=O)NC(CSSCCC=C2)C(=O)N1)C(C)C)C(C)C. Cell line: NCI-H522. Synergy scores: CSS=67.0, Synergy_ZIP=4.00, Synergy_Bliss=6.80, Synergy_Loewe=-16.8, Synergy_HSA=8.42. (3) Drug 1: C1=CC=C(C=C1)NC(=O)CCCCCCC(=O)NO. Drug 2: C1C(C(OC1N2C=NC3=C2NC=NCC3O)CO)O. Cell line: HCT116. Synergy scores: CSS=10.2, Synergy_ZIP=-0.704, Synergy_Bliss=2.36, Synergy_Loewe=0.362, Synergy_HSA=-0.0261. (4) Drug 1: CCN(CC)CCNC(=O)C1=C(NC(=C1C)C=C2C3=C(C=CC(=C3)F)NC2=O)C. Drug 2: COCCOC1=C(C=C2C(=C1)C(=NC=N2)NC3=CC=CC(=C3)C#C)OCCOC.Cl. Cell line: UO-31. Synergy scores: CSS=17.9, Synergy_ZIP=-0.384, Synergy_Bliss=-0.383, Synergy_Loewe=2.54, Synergy_HSA=2.59.